This data is from Microsomal clearance measurements from AstraZeneca. The task is: Regression/Classification. Given a drug SMILES string, predict its absorption, distribution, metabolism, or excretion properties. Task type varies by dataset: regression for continuous measurements (e.g., permeability, clearance, half-life) or binary classification for categorical outcomes (e.g., BBB penetration, CYP inhibition). For this dataset (clearance_microsome_az), we predict log10(clearance) (log10 of the in vitro intrinsic clearance, CLint, in uL/min per mg of human liver microsomal protein, equivalently mL/min/g; values are censored to the assay range of 3 to 150, which is 0.477 to 2.18 on this log10 scale). (1) The compound is CCCCNC(=O)c1ccc(Oc2ccc(CC(=O)O)cc2OC)c(NS(=O)(=O)c2ccc(Cl)cc2Cl)c1. The log10(clearance) is 0.480. (2) The log10(clearance) is 1.59. The drug is CC(=O)NCc1cccc(C(=O)O)c1. (3) The molecule is CCOCc1nc2c(N)nc3ccccc3c2n1CC(C)(C)O. The log10(clearance) is 0.480.